Dataset: Reaction yield outcomes from USPTO patents with 853,638 reactions. Task: Predict the reaction yield, written as a fraction of the theoretical maximum amount of product (1.0 means a 100% yield; for example, 0.34 means a 34% yield). The reactants are C([N:8]1[CH2:13][C@H:12]([CH3:14])[O:11][C@H:10]([C:15]([F:18])([F:17])[F:16])[CH2:9]1)C1C=CC=CC=1.[H][H]. The catalyst is CO.[Pd]. The product is [F:18][C:15]([F:16])([F:17])[C@H:10]1[O:11][C@@H:12]([CH3:14])[CH2:13][NH:8][CH2:9]1. The yield is 0.770.